From a dataset of NCI-60 drug combinations with 297,098 pairs across 59 cell lines. Regression. Given two drug SMILES strings and cell line genomic features, predict the synergy score measuring deviation from expected non-interaction effect. (1) Drug 1: C1CCN(CC1)CCOC2=CC=C(C=C2)C(=O)C3=C(SC4=C3C=CC(=C4)O)C5=CC=C(C=C5)O. Drug 2: CNC(=O)C1=CC=CC=C1SC2=CC3=C(C=C2)C(=NN3)C=CC4=CC=CC=N4. Cell line: UO-31. Synergy scores: CSS=-1.05, Synergy_ZIP=-0.559, Synergy_Bliss=-1.86, Synergy_Loewe=-3.18, Synergy_HSA=-2.50. (2) Drug 1: CC1=C(C=C(C=C1)NC(=O)C2=CC=C(C=C2)CN3CCN(CC3)C)NC4=NC=CC(=N4)C5=CN=CC=C5. Drug 2: C1=NNC2=C1C(=O)NC=N2. Cell line: OVCAR3. Synergy scores: CSS=0.117, Synergy_ZIP=-1.81, Synergy_Bliss=-3.90, Synergy_Loewe=-4.18, Synergy_HSA=-6.29. (3) Drug 1: CC1C(C(=O)NC(C(=O)N2CCCC2C(=O)N(CC(=O)N(C(C(=O)O1)C(C)C)C)C)C(C)C)NC(=O)C3=C4C(=C(C=C3)C)OC5=C(C(=O)C(=C(C5=N4)C(=O)NC6C(OC(=O)C(N(C(=O)CN(C(=O)C7CCCN7C(=O)C(NC6=O)C(C)C)C)C)C(C)C)C)N)C. Drug 2: CC1=C(C(=O)C2=C(C1=O)N3CC4C(C3(C2COC(=O)N)OC)N4)N. Cell line: IGROV1. Synergy scores: CSS=14.2, Synergy_ZIP=-8.60, Synergy_Bliss=-5.56, Synergy_Loewe=-4.30, Synergy_HSA=-3.06. (4) Drug 1: CS(=O)(=O)C1=CC(=C(C=C1)C(=O)NC2=CC(=C(C=C2)Cl)C3=CC=CC=N3)Cl. Drug 2: C#CCC(CC1=CN=C2C(=N1)C(=NC(=N2)N)N)C3=CC=C(C=C3)C(=O)NC(CCC(=O)O)C(=O)O. Cell line: COLO 205. Synergy scores: CSS=-4.16, Synergy_ZIP=2.35, Synergy_Bliss=-1.32, Synergy_Loewe=-6.43, Synergy_HSA=-7.71. (5) Drug 1: CCC1=CC2CC(C3=C(CN(C2)C1)C4=CC=CC=C4N3)(C5=C(C=C6C(=C5)C78CCN9C7C(C=CC9)(C(C(C8N6C)(C(=O)OC)O)OC(=O)C)CC)OC)C(=O)OC.C(C(C(=O)O)O)(C(=O)O)O. Drug 2: C1CC(C1)(C(=O)O)C(=O)O.[NH2-].[NH2-].[Pt+2]. Cell line: HOP-92. Synergy scores: CSS=56.5, Synergy_ZIP=-7.30, Synergy_Bliss=-5.16, Synergy_Loewe=-4.50, Synergy_HSA=-0.186. (6) Drug 1: C1=CC(=CC=C1CC(C(=O)O)N)N(CCCl)CCCl.Cl. Drug 2: C1=NC2=C(N=C(N=C2N1C3C(C(C(O3)CO)O)F)Cl)N. Cell line: ACHN. Synergy scores: CSS=38.5, Synergy_ZIP=0.201, Synergy_Bliss=2.26, Synergy_Loewe=-4.95, Synergy_HSA=4.47.